From a dataset of Full USPTO retrosynthesis dataset with 1.9M reactions from patents (1976-2016). Predict the reactants needed to synthesize the given product. Given the product [CH2:1]([O:8][C:9]1[CH:10]=[C:11]([C:15]2([F:27])[CH2:20][CH2:19][N:18]([CH2:21][CH2:22][C:23]([CH2:1][C:2]3[CH:7]=[CH:6][CH:5]=[CH:4][CH:3]=3)([CH2:28][C:29]3[CH:34]=[CH:33][CH:32]=[CH:31][CH:30]=3)[OH:25])[CH2:17][CH2:16]2)[CH:12]=[CH:13][CH:14]=1)[C:2]1[CH:3]=[CH:4][CH:5]=[CH:6][CH:7]=1, predict the reactants needed to synthesize it. The reactants are: [CH2:1]([O:8][C:9]1[CH:10]=[C:11]([C:15]2([F:27])[CH2:20][CH2:19][N:18]([CH2:21][CH2:22][C:23]([O:25]C)=O)[CH2:17][CH2:16]2)[CH:12]=[CH:13][CH:14]=1)[C:2]1[CH:7]=[CH:6][CH:5]=[CH:4][CH:3]=1.[CH2:28]([Mg]Cl)[C:29]1[CH:34]=[CH:33][CH:32]=[CH:31][CH:30]=1.